Task: Predict the reaction yield, written as a fraction of the theoretical maximum amount of product (1.0 means a 100% yield; for example, 0.34 means a 34% yield).. Dataset: Reaction yield outcomes from USPTO patents with 853,638 reactions (1) The reactants are COC1C=CC(P2(SP(C3C=CC(OC)=CC=3)(=S)S2)=[S:10])=CC=1.[CH2:23]([O:25][C:26](=[O:42])[CH:27]([C:32](=O)[C:33]1[CH:38]=[CH:37][CH:36]=[C:35]([O:39][CH3:40])[CH:34]=1)[CH2:28][C:29](=O)[CH3:30])[CH3:24].CCCCCC.C(OCC)(=O)C. The catalyst is C1(C)C=CC=CC=1. The product is [CH2:23]([O:25][C:26]([C:27]1[CH:28]=[C:29]([CH3:30])[S:10][C:32]=1[C:33]1[CH:38]=[CH:37][CH:36]=[C:35]([O:39][CH3:40])[CH:34]=1)=[O:42])[CH3:24]. The yield is 0.480. (2) The reactants are [Br:1][C:2]1[CH:3]=[C:4]([CH:6]=[C:7]([C:9]([F:12])([F:11])[F:10])[CH:8]=1)[NH2:5].[CH3:13][C:14](=O)[CH2:15][CH2:16][C:17](=O)[CH3:18]. The catalyst is C1(C)C=CC=CC=1.O.C1(C)C=CC(S(O)(=O)=O)=CC=1. The product is [Br:1][C:2]1[CH:3]=[C:4]([N:5]2[C:17]([CH3:18])=[CH:16][CH:15]=[C:14]2[CH3:13])[CH:6]=[C:7]([C:9]([F:10])([F:11])[F:12])[CH:8]=1. The yield is 0.980. (3) The reactants are C([O:3][C:4]([CH:6]1[CH2:11][NH:10][C:9]2[CH:12]=[C:13]([C:16]([F:19])([F:18])[F:17])[CH:14]=[CH:15][C:8]=2[O:7]1)=[O:5])C.[C:20]([O-])([O-])=O.[K+].[K+].IC.Cl. The catalyst is CN(C=O)C.O. The product is [CH3:20][N:10]1[C:9]2[CH:12]=[C:13]([C:16]([F:17])([F:18])[F:19])[CH:14]=[CH:15][C:8]=2[O:7][CH:6]([C:4]([OH:3])=[O:5])[CH2:11]1. The yield is 0.100. (4) The reactants are [CH3:1][C:2]1[O:6][C:5]([C:7]2[CH:12]=[CH:11][CH:10]=[CH:9][CH:8]=2)=[N:4][C:3]=1[CH:13]=O.[Li+].[OH-:16]. The product is [CH3:1][C:2]1[O:6][C:5]([C:7]2[CH:8]=[CH:9][CH:10]=[CH:11][CH:12]=2)=[N:4][C:3]=1[CH:13]=[CH:7][C:5]([O:6][CH2:2][CH3:1])=[O:16]. The catalyst is C1COCC1.CCOCC. The yield is 0.450. (5) The reactants are [Cl:1][C:2]1[CH:3]=[CH:4][C:5]([O:14][CH:15]2[CH2:17][CH2:16]2)=[C:6]([C:8]2[C:12]([NH2:13])=[CH:11][NH:10][N:9]=2)[CH:7]=1.[N:18]1[N:22]2[CH:23]=[CH:24][CH:25]=[N:26][C:21]2=[C:20]([C:27](Cl)=[O:28])[CH:19]=1.CCN(C(C)C)C(C)C. The catalyst is C1COCC1. The product is [Cl:1][C:2]1[CH:3]=[CH:4][C:5]([O:14][CH:15]2[CH2:17][CH2:16]2)=[C:6]([C:8]2[C:12]([NH:13][C:27]([C:20]3[CH:19]=[N:18][N:22]4[CH:23]=[CH:24][CH:25]=[N:26][C:21]=34)=[O:28])=[CH:11][NH:10][N:9]=2)[CH:7]=1. The yield is 0.950. (6) The reactants are [F:1][C:2]([F:25])([F:24])[O:3][C:4]1[CH:9]=[CH:8][C:7]([NH:10][C:11]2[C:12]3[CH:19]=[C:18]([C:20]([O:22]C)=[O:21])[S:17][C:13]=3[N:14]=[CH:15][N:16]=2)=[CH:6][CH:5]=1.[Li+].[OH-]. The catalyst is C1COCC1.O. The product is [F:25][C:2]([F:1])([F:24])[O:3][C:4]1[CH:5]=[CH:6][C:7]([NH:10][C:11]2[C:12]3[CH:19]=[C:18]([C:20]([OH:22])=[O:21])[S:17][C:13]=3[N:14]=[CH:15][N:16]=2)=[CH:8][CH:9]=1. The yield is 0.750. (7) The reactants are Br[CH2:2][C:3]1[C:11]2[O:10][C:9]([C:12]3[CH:17]=[CH:16][C:15]([O:18][CH3:19])=[CH:14][CH:13]=3)=[CH:8][C:7]=2[CH:6]=[C:5]([O:20][CH3:21])[CH:4]=1.[C-:22]#[N:23].[K+].C1OCCOCCOCCOCCOCCOC1.O. The catalyst is CN(C)C=O. The product is [CH3:21][O:20][C:5]1[CH:4]=[C:3]([CH2:2][C:22]#[N:23])[C:11]2[O:10][C:9]([C:12]3[CH:17]=[CH:16][C:15]([O:18][CH3:19])=[CH:14][CH:13]=3)=[CH:8][C:7]=2[CH:6]=1. The yield is 0.980. (8) The reactants are [C:1]([C:3]1[CH:8]=[CH:7][C:6]([C:9]2[CH:10]=[N:11][N:12]([C:15]3[CH:23]=[CH:22][C:18]([C:19](O)=[O:20])=[CH:17][N:16]=3)[C:13]=2[OH:14])=[C:5]([CH3:24])[CH:4]=1)#[N:2].C1C=C2N=NN(O)C2=CC=1.O.Cl.C(N=C=NCCCN(C)C)C.C(N(CC)CC)C.[CH3:55][NH:56][CH2:57][CH2:58][CH2:59][N:60]1[CH2:65][CH2:64][CH2:63][CH2:62][CH2:61]1. The catalyst is CN(C=O)C.CS(C)=O. The product is [C:1]([C:3]1[CH:8]=[CH:7][C:6]([C:9]2[CH:10]=[N:11][N:12]([C:15]3[CH:23]=[CH:22][C:18]([C:19]([N:56]([CH3:55])[CH2:57][CH2:58][CH2:59][N:60]4[CH2:65][CH2:64][CH2:63][CH2:62][CH2:61]4)=[O:20])=[CH:17][N:16]=3)[C:13]=2[OH:14])=[C:5]([CH3:24])[CH:4]=1)#[N:2]. The yield is 0.614.